Dataset: NCI-60 drug combinations with 297,098 pairs across 59 cell lines. Task: Regression. Given two drug SMILES strings and cell line genomic features, predict the synergy score measuring deviation from expected non-interaction effect. (1) Drug 1: C1=CC(=CC=C1CCC2=CNC3=C2C(=O)NC(=N3)N)C(=O)NC(CCC(=O)O)C(=O)O. Drug 2: CC=C1C(=O)NC(C(=O)OC2CC(=O)NC(C(=O)NC(CSSCCC=C2)C(=O)N1)C(C)C)C(C)C. Cell line: HL-60(TB). Synergy scores: CSS=52.4, Synergy_ZIP=-1.81, Synergy_Bliss=-6.00, Synergy_Loewe=-17.9, Synergy_HSA=-4.68. (2) Drug 1: CN(CC1=CN=C2C(=N1)C(=NC(=N2)N)N)C3=CC=C(C=C3)C(=O)NC(CCC(=O)O)C(=O)O. Drug 2: CCC1(CC2CC(C3=C(CCN(C2)C1)C4=CC=CC=C4N3)(C5=C(C=C6C(=C5)C78CCN9C7C(C=CC9)(C(C(C8N6C=O)(C(=O)OC)O)OC(=O)C)CC)OC)C(=O)OC)O.OS(=O)(=O)O. Cell line: SR. Synergy scores: CSS=67.3, Synergy_ZIP=-0.492, Synergy_Bliss=-1.77, Synergy_Loewe=-6.59, Synergy_HSA=-0.686. (3) Drug 1: CC(C)(C#N)C1=CC(=CC(=C1)CN2C=NC=N2)C(C)(C)C#N. Drug 2: C#CCC(CC1=CN=C2C(=N1)C(=NC(=N2)N)N)C3=CC=C(C=C3)C(=O)NC(CCC(=O)O)C(=O)O. Cell line: HCT116. Synergy scores: CSS=-2.47, Synergy_ZIP=-1.63, Synergy_Bliss=-5.00, Synergy_Loewe=-5.85, Synergy_HSA=-7.04. (4) Drug 1: CC(C)(C#N)C1=CC(=CC(=C1)CN2C=NC=N2)C(C)(C)C#N. Drug 2: C(CN)CNCCSP(=O)(O)O. Cell line: COLO 205. Synergy scores: CSS=5.72, Synergy_ZIP=-1.82, Synergy_Bliss=1.76, Synergy_Loewe=-6.00, Synergy_HSA=0.453. (5) Drug 1: C1=CC(=CC=C1CC(C(=O)O)N)N(CCCl)CCCl.Cl. Drug 2: CCCCCOC(=O)NC1=NC(=O)N(C=C1F)C2C(C(C(O2)C)O)O. Cell line: OVCAR-4. Synergy scores: CSS=-1.55, Synergy_ZIP=0.978, Synergy_Bliss=-0.369, Synergy_Loewe=-4.40, Synergy_HSA=-4.23.